Task: Predict which catalyst facilitates the given reaction.. Dataset: Catalyst prediction with 721,799 reactions and 888 catalyst types from USPTO (1) Reactant: [C:1]([O:7][CH2:8][CH3:9])(=[O:6])[CH2:2][C:3]([CH3:5])=O.[F:10][C:11]1[C:18]([F:19])=[CH:17][CH:16]=[CH:15][C:12]=1[CH:13]=O.[NH4+:20].[OH-:21]. Product: [F:10][C:11]1[C:18]([F:19])=[CH:17][CH:16]=[CH:15][C:12]=1[CH:13]1[C:2]([C:1]([O:7][CH2:8][CH3:9])=[O:6])=[C:3]([CH3:5])[NH:20][C:3]([CH3:5])=[C:2]1[C:1]([O:7][CH2:8][CH3:9])=[O:21]. The catalyst class is: 271. (2) Product: [Br:11][C:12]1[C:13]([F:22])=[C:14]2[C:20]([NH:21][C:6](=[O:7])[C:5]3[CH:9]=[CH:10][C:2]([F:1])=[CH:3][CH:4]=3)=[CH:19][NH:18][C:15]2=[N:16][CH:17]=1. The catalyst class is: 17. Reactant: [F:1][C:2]1[CH:10]=[CH:9][C:5]([C:6](Cl)=[O:7])=[CH:4][CH:3]=1.[Br:11][C:12]1[C:13]([F:22])=[C:14]2[C:20]([NH2:21])=[CH:19][NH:18][C:15]2=[N:16][CH:17]=1.